This data is from Catalyst prediction with 721,799 reactions and 888 catalyst types from USPTO. The task is: Predict which catalyst facilitates the given reaction. (1) The catalyst class is: 1. Product: [Cl:1][C:2]1[CH:3]=[C:4]([NH:10][C:11]2[N:12]=[CH:13][C:14]([CH:17]3[CH2:22][CH2:21][N:20]([CH:25]4[CH2:26][O:23][CH2:24]4)[CH2:19][CH2:18]3)=[CH:15][CH:16]=2)[C:5](=[O:9])[N:6]([CH3:8])[N:7]=1. Reactant: [Cl:1][C:2]1[CH:3]=[C:4]([NH:10][C:11]2[CH:16]=[CH:15][C:14]([CH:17]3[CH2:22][CH2:21][NH:20][CH2:19][CH2:18]3)=[CH:13][N:12]=2)[C:5](=[O:9])[N:6]([CH3:8])[N:7]=1.[O:23]1[CH2:26][C:25](=O)[CH2:24]1.C(O)(=O)C.C(O[BH-](OC(=O)C)OC(=O)C)(=O)C.[Na+]. (2) Reactant: [CH3:1][O:2][C:3](=[O:23])[CH2:4][N:5]1[CH:9]=[C:8]([C:10]#[N:11])[C:7]([C:12]2[CH:17]=[C:16]([C:18]([F:21])([F:20])[F:19])[CH:15]=[C:14](N)[CH:13]=2)=[CH:6]1.N([O-])=O.[Na+].[I-:28].[K+]. Product: [CH3:1][O:2][C:3](=[O:23])[CH2:4][N:5]1[CH:6]=[C:7]([C:12]2[CH:17]=[C:16]([C:18]([F:21])([F:20])[F:19])[CH:15]=[C:14]([I:28])[CH:13]=2)[C:8]([C:10]#[N:11])=[CH:9]1. The catalyst class is: 126. (3) Reactant: [CH3:1][N:2]1[CH:6]=[C:5]([N:7]2[C:15]3[C:10](=[CH:11][CH:12]=[CH:13][CH:14]=3)[C:9]([C:16]([O:18]C)=[O:17])=[CH:8]2)[CH:4]=[N:3]1.C(O)(C(F)(F)F)=O.[OH-].[K+].[ClH:29]. The catalyst class is: 5. Product: [ClH:29].[CH3:1][N:2]1[CH:6]=[C:5]([N:7]2[C:15]3[C:10](=[CH:11][CH:12]=[CH:13][CH:14]=3)[C:9]([C:16]([OH:18])=[O:17])=[CH:8]2)[CH:4]=[N:3]1. (4) Reactant: [F:1][C:2]1[CH:3]=[C:4]([CH:10]=[CH:11][CH:12]=1)/[CH:5]=[CH:6]/[C:7]([OH:9])=[O:8].IC.[C:15](=O)([O-])[O-].[Cs+].[Cs+]. Product: [CH3:15][O:8][C:7](=[O:9])/[CH:6]=[CH:5]/[C:4]1[CH:10]=[CH:11][CH:12]=[C:2]([F:1])[CH:3]=1. The catalyst class is: 372. (5) Reactant: [Cl:1][C:2]1[CH:7]=[CH:6][CH:5]=[C:4]([N+:8]([O-])=O)[C:3]=1[NH:11][CH2:12][CH2:13][OH:14].[O-]S(S([O-])=O)=O.[Na+].[Na+]. Product: [Cl:1][C:2]1[CH:7]=[CH:6][CH:5]=[C:4]([NH2:8])[C:3]=1[NH:11][CH2:12][CH2:13][OH:14]. The catalyst class is: 24.